From a dataset of Full USPTO retrosynthesis dataset with 1.9M reactions from patents (1976-2016). Predict the reactants needed to synthesize the given product. (1) The reactants are: [Fe:1].[C:2]([OH:21])(=[O:20])[CH2:3][CH2:4][CH2:5][CH2:6][CH2:7][CH2:8][CH2:9][CH2:10][CH2:11][CH2:12][CH2:13][CH2:14][CH2:15][CH2:16][CH2:17][CH2:18][CH3:19]. Given the product [C:2]([O-:21])(=[O:20])[CH2:3][CH2:4][CH2:5][CH2:6][CH2:7][CH2:8][CH2:9][CH2:10][CH2:11][CH2:12][CH2:13][CH2:14][CH2:15][CH2:16][CH2:17][CH2:18][CH3:19].[Fe+2:1].[C:2]([O-:21])(=[O:20])[CH2:3][CH2:4][CH2:5][CH2:6][CH2:7][CH2:8][CH2:9][CH2:10][CH2:11][CH2:12][CH2:13][CH2:14][CH2:15][CH2:16][CH2:17][CH2:18][CH3:19], predict the reactants needed to synthesize it. (2) Given the product [CH2:7]([O:14][C:15](=[O:16])[NH:17][CH:18]1[CH2:19][CH2:20][CH:21]([C:24](=[O:26])[N:29]([O:30][CH3:31])[CH3:28])[CH2:22][CH2:23]1)[C:8]1[CH:9]=[CH:10][CH:11]=[CH:12][CH:13]=1, predict the reactants needed to synthesize it. The reactants are: C(Cl)(=O)C(Cl)=O.[CH2:7]([O:14][C:15]([NH:17][CH:18]1[CH2:23][CH2:22][CH:21]([C:24]([OH:26])=O)[CH2:20][CH2:19]1)=[O:16])[C:8]1[CH:13]=[CH:12][CH:11]=[CH:10][CH:9]=1.Cl.[CH3:28][NH:29][O:30][CH3:31].